This data is from Full USPTO retrosynthesis dataset with 1.9M reactions from patents (1976-2016). The task is: Predict the reactants needed to synthesize the given product. (1) Given the product [N+:21]([C:18]1[S:17][C:16]([CH2:15][NH:14][CH:11]2[CH2:10][CH2:9][NH:8][CH2:13][CH2:12]2)=[CH:20][CH:19]=1)([O-:23])=[O:22], predict the reactants needed to synthesize it. The reactants are: C(OC([N:8]1[CH2:13][CH2:12][CH:11]([NH:14][CH2:15][C:16]2[S:17][C:18]([N+:21]([O-:23])=[O:22])=[CH:19][CH:20]=2)[CH2:10][CH2:9]1)=O)(C)(C)C.Cl. (2) Given the product [NH2:4][C:3]1[CH:5]=[CH:6][C:7]([N+:9]([O-:11])=[O:10])=[CH:8][C:2]=1[C:19]#[C:18][C:13]([CH3:20])([CH3:12])[C:14]([O:16][CH3:17])=[O:15], predict the reactants needed to synthesize it. The reactants are: Br[C:2]1[CH:8]=[C:7]([N+:9]([O-:11])=[O:10])[CH:6]=[CH:5][C:3]=1[NH2:4].[CH3:12][C:13]([CH3:20])([C:18]#[CH:19])[C:14]([O:16][CH3:17])=[O:15].C(N(CC)CC)C. (3) Given the product [C:30]([O:29][C:27]([N:21]1[CH2:26][CH2:25][N:24]([C:10]2[C:11]3[C:17]([O:18][CH3:19])=[CH:16][N:15]=[CH:14][C:12]=3[N:13]=[C:8]([C:6]3[CH:5]=[CH:4][N:3]=[C:2]([Cl:1])[CH:7]=3)[N:9]=2)[CH2:23][CH2:22]1)=[O:28])([CH3:33])([CH3:31])[CH3:32], predict the reactants needed to synthesize it. The reactants are: [Cl:1][C:2]1[CH:7]=[C:6]([C:8]2[N:9]=[C:10](O)[C:11]3[C:17]([O:18][CH3:19])=[CH:16][N:15]=[CH:14][C:12]=3[N:13]=2)[CH:5]=[CH:4][N:3]=1.[N:21]1([C:27]([O:29][C:30]([CH3:33])([CH3:32])[CH3:31])=[O:28])[CH2:26][CH2:25][NH:24][CH2:23][CH2:22]1.C(OC(N1CCN(C2C3C(C4CC4)=CN=CC=3N=C(C3C=CN=C(Cl)C=3)N=2)CC1)=O)(C)(C)C. (4) Given the product [CH3:1][O:2][C:3](=[O:16])[CH2:4][C:5]1[C:13]2[C:8](=[CH:9][C:10]([O:14][CH2:18][C:19]3[C:23]([CH2:24][O:25][CH2:26][CH3:27])=[C:22]([C:28]4[CH:33]=[CH:32][C:31]([C:34]([F:36])([F:37])[F:35])=[CH:30][CH:29]=4)[O:21][N:20]=3)=[CH:11][CH:12]=2)[N:7]([CH3:15])[CH:6]=1, predict the reactants needed to synthesize it. The reactants are: [CH3:1][O:2][C:3](=[O:16])[CH2:4][C:5]1[C:13]2[C:8](=[CH:9][C:10]([OH:14])=[CH:11][CH:12]=2)[N:7]([CH3:15])[CH:6]=1.Cl[CH2:18][C:19]1[C:23]([CH2:24][O:25][CH2:26][CH3:27])=[C:22]([C:28]2[CH:33]=[CH:32][C:31]([C:34]([F:37])([F:36])[F:35])=[CH:30][CH:29]=2)[O:21][N:20]=1.C(=O)([O-])[O-].[Cs+].[Cs+].[Cl-].[NH4+]. (5) Given the product [F:7][C:8]1[CH:19]=[CH:18][CH:17]=[C:16]2[C:9]=1[O:10][CH2:11][CH2:12][C:13]2=[O:15], predict the reactants needed to synthesize it. The reactants are: C(Cl)(=O)C(Cl)=O.[F:7][C:8]1[CH:19]=[CH:18][CH:17]=[CH:16][C:9]=1[O:10][CH2:11][CH2:12][C:13]([OH:15])=O.[Cl-].[Al+3].[Cl-].[Cl-]. (6) Given the product [Br:1][C:2]1[CH:8]=[CH:7][CH:6]=[CH:5][C:3]=1[NH:4][C:19]1([OH:27])[O:18][C:16](=[O:17])[CH:15]([C:9]2[CH:14]=[CH:13][CH:12]=[CH:11][CH:10]=2)[CH:20]1[C:21]1[CH:26]=[CH:25][CH:24]=[CH:23][CH:22]=1, predict the reactants needed to synthesize it. The reactants are: [Br:1][C:2]1[CH:8]=[CH:7][CH:6]=[CH:5][C:3]=1[NH2:4].[C:9]1([C:15]2[C:16]([O:18][C:19](=[O:27])[C:20]=2[C:21]2[CH:26]=[CH:25][CH:24]=[CH:23][CH:22]=2)=[O:17])[CH:14]=[CH:13][CH:12]=[CH:11][CH:10]=1. (7) Given the product [CH3:19][O:18][C:11]1[CH:12]=[CH:13][CH:14]=[C:15]([O:16][CH3:17])[C:10]=1[CH:2]1[N:1]([CH2:31][C:28]2[S:27][C:26]([C:20]3[CH:21]=[CH:22][CH:23]=[CH:24][CH:25]=3)=[N:30][CH:29]=2)[C:6](=[O:8])[CH2:5][CH2:4][CH2:3]1, predict the reactants needed to synthesize it. The reactants are: [NH2:1][CH:2]([C:10]1[C:15]([O:16][CH3:17])=[CH:14][CH:13]=[CH:12][C:11]=1[O:18][CH3:19])[CH2:3][CH2:4][CH2:5][C:6]([O:8]C)=O.[C:20]1([C:26]2[S:27][C:28]([CH:31]=O)=[CH:29][N:30]=2)[CH:25]=[CH:24][CH:23]=[CH:22][CH:21]=1.